Dataset: Reaction yield outcomes from USPTO patents with 853,638 reactions. Task: Predict the reaction yield, written as a fraction of the theoretical maximum amount of product (1.0 means a 100% yield; for example, 0.34 means a 34% yield). (1) The reactants are [O:1]1[C:5]2[CH:6]=[CH:7][C:8]([C:10]3([C:13]([NH:15][C:16]4[CH:17]=[C:18]5[C:22](=[CH:23][CH:24]=4)[N:21]([CH2:25][CH2:26]Cl)[CH:20]([C:28]([CH3:31])([CH3:30])[CH3:29])[CH2:19]5)=[O:14])[CH2:12][CH2:11]3)=[CH:9][C:4]=2[O:3][CH2:2]1.[C-:32]#[N:33].[Na+]. The catalyst is C(O)C.O. The product is [O:1]1[C:5]2[CH:6]=[CH:7][C:8]([C:10]3([C:13]([NH:15][C:16]4[CH:17]=[C:18]5[C:22](=[CH:23][CH:24]=4)[N:21]([CH2:25][CH2:26][C:32]#[N:33])[CH:20]([C:28]([CH3:31])([CH3:30])[CH3:29])[CH2:19]5)=[O:14])[CH2:12][CH2:11]3)=[CH:9][C:4]=2[O:3][CH2:2]1. The yield is 0.770. (2) The reactants are [NH2:1][C:2]1[CH:7]=[C:6](Cl)[CH:5]=[CH:4][N:3]=1.[CH3:9][C:10]1[CH:11]=[C:12]([OH:19])[CH:13]=[CH:14][C:15]=1[N+:16]([O-:18])=[O:17].C(N(C(C)C)CC)(C)C. The catalyst is CN1CCCC1=O. The product is [CH3:9][C:10]1[CH:11]=[C:12]([CH:13]=[CH:14][C:15]=1[N+:16]([O-:18])=[O:17])[O:19][C:6]1[CH:5]=[CH:4][N:3]=[C:2]([NH2:1])[CH:7]=1. The yield is 0.344. (3) The reactants are C([O:8][C:9]1[CH:10]=[C:11]([CH:18](C(OC)=O)[C:19]([O:21]C)=[O:20])[CH:12]=[CH:13][C:14]=1[N+:15]([O-:17])=[O:16])C1C=CC=CC=1. The catalyst is C(O)(=O)C.Cl. The product is [OH:8][C:9]1[CH:10]=[C:11]([CH2:18][C:19]([OH:21])=[O:20])[CH:12]=[CH:13][C:14]=1[N+:15]([O-:17])=[O:16]. The yield is 0.940. (4) The reactants are Br[CH2:2][CH:3]1[CH2:5][CH2:4]1.[OH:6][CH:7]1[CH2:12][CH2:11][NH:10][CH2:9][CH2:8]1. The catalyst is C1COCC1.C(OC(=O)C)C. The product is [CH:5]1([CH2:4][N:10]2[CH2:11][CH2:12][CH:7]([OH:6])[CH2:8][CH2:9]2)[CH2:3][CH2:2]1. The yield is 0.470. (5) The reactants are [Cl:1][C:2]1[N:7]=[C:6]([C:8]2[NH:9][C:10]3[C:15]([CH:16]=2)=[C:14]([F:17])[CH:13]=[CH:12][CH:11]=3)[C:5]([OH:18])=[CH:4][CH:3]=1.[S:19]1[CH:23]=[CH:22][CH:21]=[C:20]1[CH:24]=O.CC1C=CC(S(O)(=O)=O)=CC=1. The catalyst is C1(C)C=CC=CC=1.O. The product is [Cl:1][C:2]1[CH:3]=[CH:4][C:5]2[O:18][CH:24]([C:20]3[S:19][CH:23]=[CH:22][CH:21]=3)[C:16]3[C:15]4[C:10](=[CH:11][CH:12]=[CH:13][C:14]=4[F:17])[NH:9][C:8]=3[C:6]=2[N:7]=1. The yield is 0.500.